From a dataset of Peptide-MHC class I binding affinity with 185,985 pairs from IEDB/IMGT. Regression. Given a peptide amino acid sequence and an MHC pseudo amino acid sequence, predict their binding affinity value. This is MHC class I binding data. The peptide sequence is KYQLAVTIM. The MHC is HLA-A24:02 with pseudo-sequence HLA-A24:02. The binding affinity (normalized) is 0.688.